Predict which catalyst facilitates the given reaction. From a dataset of Catalyst prediction with 721,799 reactions and 888 catalyst types from USPTO. (1) Reactant: [CH3:1][C:2]1[S:3][CH:4]=[C:5]([CH2:7][CH2:8][N:9]([C:17]2[CH:22]=[CH:21][C:20]([N+:23]([O-])=O)=[CH:19][CH:18]=2)[C:10](=[O:16])[O:11][C:12]([CH3:15])([CH3:14])[CH3:13])[N:6]=1.[H][H]. Product: [NH2:23][C:20]1[CH:19]=[CH:18][C:17]([N:9]([CH2:8][CH2:7][C:5]2[N:6]=[C:2]([CH3:1])[S:3][CH:4]=2)[C:10](=[O:16])[O:11][C:12]([CH3:13])([CH3:14])[CH3:15])=[CH:22][CH:21]=1. The catalyst class is: 19. (2) Reactant: [OH:1][C:2]1[CH:7]=[CH:6][CH:5]=[CH:4][C:3]=1[N:8]1[CH2:13][CH2:12][O:11][C:10]2[CH:14]=[C:15]([S:18]([N:21]([CH2:27][C:28]3[CH:33]=[CH:32][C:31]([O:34][CH3:35])=[CH:30][CH:29]=3)[C:22]3[S:23][CH:24]=[CH:25][N:26]=3)(=[O:20])=[O:19])[CH:16]=[CH:17][C:9]1=2.Br[CH2:37][C:38]([NH2:40])=[O:39].C(=O)([O-])[O-].[K+].[K+]. Product: [CH3:35][O:34][C:31]1[CH:30]=[CH:29][C:28]([CH2:27][N:21]([C:22]2[S:23][CH:24]=[CH:25][N:26]=2)[S:18]([C:15]2[CH:16]=[CH:17][C:9]3[N:8]([C:3]4[CH:4]=[CH:5][CH:6]=[CH:7][C:2]=4[O:1][CH2:37][C:38]([NH2:40])=[O:39])[CH2:13][CH2:12][O:11][C:10]=3[CH:14]=2)(=[O:19])=[O:20])=[CH:33][CH:32]=1. The catalyst class is: 18. (3) Reactant: [H-].[Na+].[CH3:3][O:4][C:5](=[O:20])[CH:6]([N:11]=CC1C=CC([Cl:19])=CC=1)[CH2:7][CH2:8][S:9][CH3:10].[C:21]([C:23]1[CH:24]=[C:25]([CH:28]=[CH:29][CH:30]=1)[CH2:26]Br)#[N:22].Cl. Product: [ClH:19].[CH3:3][O:4][C:5](=[O:20])[C:6]([NH2:11])([CH2:26][C:25]1[CH:28]=[CH:29][CH:30]=[C:23]([C:21]#[N:22])[CH:24]=1)[CH2:7][CH2:8][S:9][CH3:10]. The catalyst class is: 1. (4) Reactant: [Br:1][C:2]1[CH:3]=[CH:4][C:5]([Cl:17])=[C:6]([C:8]2[NH:12][C:11]3[CH:13]=[CH:14][CH:15]=[CH:16][C:10]=3[N:9]=2)[CH:7]=1.[OH-].[Na+].[O:20](C(OC(C)(C)C)=O)[C:21]([O:23][C:24]([CH3:27])([CH3:26])[CH3:25])=O. Product: [Br:1][C:2]1[CH:3]=[CH:4][C:5]([Cl:17])=[C:6]([C:8]2[N:9]([C:21]([O:23][C:24]([CH3:27])([CH3:26])[CH3:25])=[O:20])[C:10]3[CH:16]=[CH:15][CH:14]=[CH:13][C:11]=3[N:12]=2)[CH:7]=1. The catalyst class is: 1. (5) Product: [N:4]1([S:7]([C:10]2[CH:15]=[CH:14][CH:13]=[CH:12][C:11]=2[C:20]2[CH:26]=[CH:25][CH:24]=[C:22]([NH2:23])[CH:21]=2)(=[O:9])=[O:8])[CH2:5][CH2:6][O:1][CH2:2][CH2:3]1. Reactant: [O:1]1[CH2:6][CH2:5][N:4]([S:7]([C:10]2[CH:15]=[CH:14][CH:13]=[CH:12][C:11]=2B(O)O)(=[O:9])=[O:8])[CH2:3][CH2:2]1.Br[C:20]1[CH:21]=[C:22]([CH:24]=[CH:25][CH:26]=1)[NH2:23].C([O-])([O-])=O.[Na+].[Na+]. The catalyst class is: 104.